From a dataset of Reaction yield outcomes from USPTO patents with 853,638 reactions. Predict the reaction yield, written as a fraction of the theoretical maximum amount of product (1.0 means a 100% yield; for example, 0.34 means a 34% yield). (1) The reactants are [CH2:1]([NH:8][C:9](=O)[CH2:10][C:11]1[C:12]([CH2:17][OH:18])=[N:13][CH:14]=[CH:15][CH:16]=1)[C:2]1[CH:7]=[CH:6][CH:5]=[CH:4][CH:3]=1.B. The catalyst is C1COCC1. The product is [CH2:1]([NH:8][CH2:9][CH2:10][C:11]1[C:12]([CH2:17][OH:18])=[N:13][CH:14]=[CH:15][CH:16]=1)[C:2]1[CH:3]=[CH:4][CH:5]=[CH:6][CH:7]=1. The yield is 0.410. (2) The reactants are [Br:1][C:2]1[S:6][C:5]([C:7](=[O:13])[C:8]([O:10]CC)=[O:9])=[CH:4][CH:3]=1.[OH-].[Na+]. The catalyst is C1COCC1.CO.O. The product is [Br:1][C:2]1[S:6][C:5]([C:7](=[O:13])[C:8]([OH:10])=[O:9])=[CH:4][CH:3]=1. The yield is 0.950. (3) The reactants are [CH3:1][C@@H:2]1[CH2:6][CH2:5][CH2:4][NH:3]1.Br[CH2:8][CH2:9][CH2:10][Cl:11]. The catalyst is CC(C)=O.[OH-].[Na+]. The product is [Cl:11][CH2:10][CH2:9][CH2:8][N:3]1[CH2:4][CH2:5][CH2:6][C@H:2]1[CH3:1]. The yield is 0.520. (4) The yield is 0.310. The catalyst is CS(C)=O.C1(C)C=CC=CC=1. The reactants are [H-].[Na+].[Cl-].[F:4][C:5]([F:35])([F:34])[C:6]1[CH:33]=[CH:32][C:9](/[CH:10]=[CH:11]/[CH2:12][P+](C2C=CC=CC=2)(C2C=CC=CC=2)C2C=CC=CC=2)=[CH:8][CH:7]=1.[Cl:36][C:37]1[CH:52]=[CH:51][C:40]([CH2:41][S:42][C@H:43]2[CH2:48][CH2:47][C@H:46]([CH:49]=O)[CH2:45][CH2:44]2)=[CH:39][CH:38]=1. The product is [F:35][C:5]([F:4])([F:34])[C:6]1[CH:7]=[CH:8][C:9](/[CH:10]=[CH:11]/[CH:12]=[CH:49]/[C@H:46]2[CH2:45][CH2:44][C@H:43]([S:42][CH2:41][C:40]3[CH:51]=[CH:52][C:37]([Cl:36])=[CH:38][CH:39]=3)[CH2:48][CH2:47]2)=[CH:32][CH:33]=1.